This data is from Peptide-MHC class I binding affinity with 185,985 pairs from IEDB/IMGT. The task is: Regression. Given a peptide amino acid sequence and an MHC pseudo amino acid sequence, predict their binding affinity value. This is MHC class I binding data. (1) The peptide sequence is YVARVSSNSR. The MHC is HLA-A02:02 with pseudo-sequence HLA-A02:02. The binding affinity (normalized) is 0. (2) The peptide sequence is MVFQNYALY. The MHC is HLA-A26:02 with pseudo-sequence HLA-A26:02. The binding affinity (normalized) is 1.00.